From a dataset of Full USPTO retrosynthesis dataset with 1.9M reactions from patents (1976-2016). Predict the reactants needed to synthesize the given product. (1) Given the product [N:34]1([C:28]([C:27]2[CH:26]=[C:25]([CH:33]=[CH:32][CH:31]=2)[CH2:24][N:3]2[CH:4]=[C:5]([C:8]3[O:12][N:11]=[C:10]([C:13]4[CH:18]=[CH:17][C:16]([O:19][C:20]([F:23])([F:22])[F:21])=[CH:15][CH:14]=4)[N:9]=3)[CH:6]=[CH:7][C:2]2=[O:1])=[O:29])[CH2:39][CH2:38][O:37][CH2:36][CH2:35]1, predict the reactants needed to synthesize it. The reactants are: [O:1]=[C:2]1[CH:7]=[CH:6][C:5]([C:8]2[O:12][N:11]=[C:10]([C:13]3[CH:18]=[CH:17][C:16]([O:19][C:20]([F:23])([F:22])[F:21])=[CH:15][CH:14]=3)[N:9]=2)=[CH:4][N:3]1[CH2:24][C:25]1[CH:26]=[C:27]([CH:31]=[CH:32][CH:33]=1)[C:28](Cl)=[O:29].[NH:34]1[CH2:39][CH2:38][O:37][CH2:36][CH2:35]1. (2) Given the product [C:17]([O:21][C:22](=[O:41])[N:23]([CH2:30][C:31]1[CH:40]=[CH:39][C:34]2[O:35][CH2:36][CH2:37][O:38][C:33]=2[CH:32]=1)[CH:24]1[CH2:29][CH2:28][N:27]([CH2:14][CH2:13][N:10]2[C:11]3[C:6](=[CH:5][CH:4]=[C:3]([O:2][CH3:1])[CH:12]=3)[CH:7]=[CH:8][C:9]2=[O:16])[CH2:26][CH2:25]1)([CH3:20])([CH3:18])[CH3:19], predict the reactants needed to synthesize it. The reactants are: [CH3:1][O:2][C:3]1[CH:12]=[C:11]2[C:6]([CH:7]=[CH:8][C:9](=[O:16])[N:10]2[CH2:13][CH:14]=O)=[CH:5][CH:4]=1.[C:17]([O:21][C:22](=[O:41])[N:23]([CH2:30][C:31]1[CH:40]=[CH:39][C:34]2[O:35][CH2:36][CH2:37][O:38][C:33]=2[CH:32]=1)[CH:24]1[CH2:29][CH2:28][NH:27][CH2:26][CH2:25]1)([CH3:20])([CH3:19])[CH3:18].C(O[BH-](OC(=O)C)OC(=O)C)(=O)C.[Na+].C(=O)([O-])O.[Na+]. (3) Given the product [CH:26]1([NH:29][C:2]2[CH:10]=[CH:9][C:8]([C:11]([F:14])([F:13])[F:12])=[CH:7][C:3]=2[C:4]([OH:6])=[O:5])[CH2:28][CH2:27]1, predict the reactants needed to synthesize it. The reactants are: F[C:2]1[CH:10]=[CH:9][C:8]([C:11]([F:14])([F:13])[F:12])=[CH:7][C:3]=1[C:4]([OH:6])=[O:5].C(Cl)(=O)C(Cl)=O.CN(C=O)C.[CH:26]1([NH2:29])[CH2:28][CH2:27]1. (4) Given the product [CH2:4]([O:5][C:7]1[C:14]([F:15])=[CH:13][CH:12]=[CH:11][C:8]=1[C:9]#[N:10])[CH3:3], predict the reactants needed to synthesize it. The reactants are: [H-].[Na+].[CH3:3][CH2:4][OH:5].F[C:7]1[C:14]([F:15])=[CH:13][CH:12]=[CH:11][C:8]=1[C:9]#[N:10]. (5) Given the product [Cl:1][C:2]1[C:20]([O:21][CH2:22][C:23]2[CH:28]=[CH:27][CH:26]=[C:25]([C:29]3[CH:38]=[CH:37][C:32]4[O:33][CH2:34][CH2:35][O:36][C:31]=4[CH:30]=3)[C:24]=2[CH3:39])=[CH:19][C:5]([O:6][CH2:7][C:8]2[CH:13]=[CH:12][N:11]=[C:10]([C:14](=[O:15])[N:16]([CH3:18])[CH3:17])[CH:9]=2)=[C:4]([CH:3]=1)[CH2:40][NH:42][C@@:43]([CH3:49])([CH2:47][OH:48])[C:44]([OH:46])=[O:45], predict the reactants needed to synthesize it. The reactants are: [Cl:1][C:2]1[C:20]([O:21][CH2:22][C:23]2[CH:28]=[CH:27][CH:26]=[C:25]([C:29]3[CH:38]=[CH:37][C:32]4[O:33][CH2:34][CH2:35][O:36][C:31]=4[CH:30]=3)[C:24]=2[CH3:39])=[CH:19][C:5]([O:6][CH2:7][C:8]2[CH:13]=[CH:12][N:11]=[C:10]([C:14]([N:16]([CH3:18])[CH3:17])=[O:15])[CH:9]=2)=[C:4]([CH:40]=O)[CH:3]=1.[NH2:42][C@@:43]([CH3:49])([CH2:47][OH:48])[C:44]([OH:46])=[O:45].C(O[BH-](OC(=O)C)OC(=O)C)(=O)C.[Na+].C([BH3-])#N.[Na+].